Dataset: HIV replication inhibition screening data with 41,000+ compounds from the AIDS Antiviral Screen. Task: Binary Classification. Given a drug SMILES string, predict its activity (active/inactive) in a high-throughput screening assay against a specified biological target. (1) The compound is O=C1C(c2ccccc2)=[N+]([O-])c2cc([N+](=O)[O-])c(C(Cl)=Cc3ccccc3)cc21. The result is 0 (inactive). (2) The compound is CC1=CSC(=NC23CC4CC(CC(C4)C2)C3)[NH+]1C(P(=O)([O-])O)P(=O)(O)O. The result is 0 (inactive). (3) The result is 0 (inactive). The molecule is CC(C)(C)OC(=O)NC(Cc1ccccc1)C(=O)N1CCCC1C(=O)OCc1ccccc1. (4) The molecule is CSC1=C(c2ccc(C)cc2)N(c2ccccc2)C(=O)C(=O)N(c2ccccc2)C(c2ccc(C)cc2)=C(SC)SS1. The result is 0 (inactive). (5) The compound is O=C1c2ccccc2S(=O)(=O)c2cc(-c3nnn[nH]3)ccc21. The result is 0 (inactive). (6) The result is 0 (inactive). The drug is O=C1c2ccccc2C(=O)c2c1ccc1c2N=C(c2ccc(F)cc2)CC(c2ccc(Cl)c(Cl)c2)N1. (7) The drug is CNNC1=NS(=O)(=O)c2cc(C)c(Cl)cc2S1. The result is 0 (inactive).